From a dataset of NCI-60 drug combinations with 297,098 pairs across 59 cell lines. Regression. Given two drug SMILES strings and cell line genomic features, predict the synergy score measuring deviation from expected non-interaction effect. (1) Cell line: CAKI-1. Drug 2: C1CN(P(=O)(OC1)NCCCl)CCCl. Synergy scores: CSS=12.3, Synergy_ZIP=-7.62, Synergy_Bliss=-7.86, Synergy_Loewe=-25.2, Synergy_HSA=-8.12. Drug 1: C1CCC(CC1)NC(=O)N(CCCl)N=O. (2) Synergy scores: CSS=15.7, Synergy_ZIP=-3.37, Synergy_Bliss=-2.29, Synergy_Loewe=-11.4, Synergy_HSA=-5.29. Drug 1: C1CN1P(=S)(N2CC2)N3CC3. Cell line: HCT-15. Drug 2: C1=CC=C(C(=C1)C(C2=CC=C(C=C2)Cl)C(Cl)Cl)Cl. (3) Drug 2: CC(C1=C(C=CC(=C1Cl)F)Cl)OC2=C(N=CC(=C2)C3=CN(N=C3)C4CCNCC4)N. Cell line: DU-145. Synergy scores: CSS=50.5, Synergy_ZIP=-1.08, Synergy_Bliss=1.02, Synergy_Loewe=1.20, Synergy_HSA=0.292. Drug 1: CCC1=CC2CC(C3=C(CN(C2)C1)C4=CC=CC=C4N3)(C5=C(C=C6C(=C5)C78CCN9C7C(C=CC9)(C(C(C8N6C)(C(=O)OC)O)OC(=O)C)CC)OC)C(=O)OC.C(C(C(=O)O)O)(C(=O)O)O.